Task: Predict the reaction yield, written as a fraction of the theoretical maximum amount of product (1.0 means a 100% yield; for example, 0.34 means a 34% yield).. Dataset: Reaction yield outcomes from USPTO patents with 853,638 reactions (1) The reactants are Cl[C:2]1[C:7]([C:8]#[N:9])=[C:6]([Cl:10])[N:5]=[C:4]([S:11][CH3:12])[N:3]=1.[NH2:13][C:14]1[CH:15]=[C:16]([CH:22]=[CH:23][C:24]=1[CH3:25])[C:17]([NH:19][O:20][CH3:21])=[O:18].CCN(C(C)C)C(C)C. The catalyst is C1COCC1. The yield is 0.920. The product is [Cl:10][C:6]1[N:5]=[C:4]([S:11][CH3:12])[N:3]=[C:2]([NH:13][C:14]2[CH:15]=[C:16]([CH:22]=[CH:23][C:24]=2[CH3:25])[C:17]([NH:19][O:20][CH3:21])=[O:18])[C:7]=1[C:8]#[N:9]. (2) The reactants are [C:1]([O:5][C@@H:6]([C:11]1[C:16]([CH3:17])=[CH:15][N:14]2[N:18]=[C:19]([C:21]([OH:23])=O)[CH:20]=[C:13]2[C:12]=1[N:24]1[CH2:29][CH2:28][C:27]([CH3:31])([CH3:30])[CH2:26][CH2:25]1)[C:7]([O:9]C)=[O:8])([CH3:4])([CH3:3])[CH3:2].[F:32][C:33]1[CH:38]=[CH:37][C:36]([CH2:39][NH2:40])=[CH:35][C:34]=1[CH3:41].CCN(C(C)C)C(C)C.CN(C(ON1N=NC2C=CC=NC1=2)=[N+](C)C)C.F[P-](F)(F)(F)(F)F.[OH-].[Na+]. The catalyst is CN(C=O)C.CN(C1C=CN=CC=1)C.CO.O. The product is [C:1]([O:5][C@@H:6]([C:11]1[C:16]([CH3:17])=[CH:15][N:14]2[N:18]=[C:19]([C:21](=[O:23])[NH:40][CH2:39][C:36]3[CH:37]=[CH:38][C:33]([F:32])=[C:34]([CH3:41])[CH:35]=3)[CH:20]=[C:13]2[C:12]=1[N:24]1[CH2:25][CH2:26][C:27]([CH3:30])([CH3:31])[CH2:28][CH2:29]1)[C:7]([OH:9])=[O:8])([CH3:4])([CH3:2])[CH3:3]. The yield is 0.534. (3) The reactants are [NH2:1][C:2]1[C:7](Cl)=[C:6]([C:9]([O:11][CH3:12])=[O:10])[N:5]=[C:4]([C:13]2[CH:18]=[CH:17][C:16]([C:19]([F:22])([F:21])[F:20])=[CH:15][CH:14]=2)[N:3]=1.[CH2:23]([O:25][C:26]([Sn](CCCC)(CCCC)CCCC)=[CH2:27])[CH3:24].[F-].[K+]. The catalyst is CS(C)=O.C1(P(C2C=CC=CC=2)C2C=CC=CC=2)C=CC=CC=1.C1(P(C2C=CC=CC=2)C2C=CC=CC=2)C=CC=CC=1.C1(P(C2C=CC=CC=2)C2C=CC=CC=2)C=CC=CC=1.C1(P(C2C=CC=CC=2)C2C=CC=CC=2)C=CC=CC=1.[Pd]. The product is [NH2:1][C:2]1[C:7]([C:23]([O:25][CH2:26][CH3:27])=[CH2:24])=[C:6]([C:9]([O:11][CH3:12])=[O:10])[N:5]=[C:4]([C:13]2[CH:18]=[CH:17][C:16]([C:19]([F:22])([F:21])[F:20])=[CH:15][CH:14]=2)[N:3]=1. The yield is 0.890. (4) The reactants are [CH2:1]([C@H:8]([NH:33][C:34](=[O:46])[C@@H:35]([N:39]1[CH2:44][CH2:43][CH2:42][NH:41][C:40]1=[O:45])[CH:36]([CH3:38])[CH3:37])[CH2:9][C@H:10]([OH:32])[C@@H:11]([NH:19][C:20](=[O:31])[CH2:21][O:22][C:23]1[C:28]([CH3:29])=[CH:27][CH:26]=[CH:25][C:24]=1[CH3:30])[CH2:12][C:13]1[CH:18]=[CH:17][CH:16]=[CH:15][CH:14]=1)[C:2]1[CH:7]=[CH:6][CH:5]=[CH:4][CH:3]=1.[CH2:47]([O:54][P:55]([O:65][CH2:66][C:67]([CH3:73])([CH3:72])[CH2:68][C:69](O)=[O:70])([O:57][CH2:58][C:59]1[CH:64]=[CH:63][CH:62]=[CH:61][CH:60]=1)=[O:56])[C:48]1[CH:53]=[CH:52][CH:51]=[CH:50][CH:49]=1.CCN=C=NCCCN(C)C. The catalyst is CN(C1C=CN=CC=1)C.CN(C=O)C. The product is [CH2:58]([O:57][P:55]([O:65][CH2:66][C:67]([CH3:73])([CH3:72])[CH2:68][C:69]([O:32][C@H:10]([C@@H:11]([NH:19][C:20](=[O:31])[CH2:21][O:22][C:23]1[C:24]([CH3:30])=[CH:25][CH:26]=[CH:27][C:28]=1[CH3:29])[CH2:12][C:13]1[CH:14]=[CH:15][CH:16]=[CH:17][CH:18]=1)[CH2:9][C@@H:8]([NH:33][C:34](=[O:46])[C@@H:35]([N:39]1[CH2:44][CH2:43][CH2:42][NH:41][C:40]1=[O:45])[CH:36]([CH3:38])[CH3:37])[CH2:1][C:2]1[CH:7]=[CH:6][CH:5]=[CH:4][CH:3]=1)=[O:70])([O:54][CH2:47][C:48]1[CH:53]=[CH:52][CH:51]=[CH:50][CH:49]=1)=[O:56])[C:59]1[CH:64]=[CH:63][CH:62]=[CH:61][CH:60]=1. The yield is 0.840. (5) The reactants are [CH3:1][O:2][CH2:3][C:4]1[CH:5]=[C:6]2[C:11](=[CH:12][CH:13]=1)[CH:10]([C:14]([O:16]CC)=[O:15])[N:9]([C:19]([O:21][C:22]([CH3:25])([CH3:24])[CH3:23])=[O:20])[CH2:8][CH2:7]2.C1COCC1.O.[OH-].[Li+]. The catalyst is CO. The product is [C:22]([O:21][C:19]([N:9]1[CH2:8][CH2:7][C:6]2[C:11](=[CH:12][CH:13]=[C:4]([CH2:3][O:2][CH3:1])[CH:5]=2)[CH:10]1[C:14]([OH:16])=[O:15])=[O:20])([CH3:25])([CH3:23])[CH3:24]. The yield is 1.01. (6) The reactants are Cl[C:2]1[CH:7]=[C:6]([O:8][CH3:9])[N:5]=[CH:4][C:3]=1[C:10]1[N:11]([CH2:24][CH2:25][OH:26])[CH:12]=[C:13]([C:15]2[N:16]([CH:21]([CH3:23])[CH3:22])[N:17]=[C:18]([CH3:20])[N:19]=2)[N:14]=1.[H-].[Na+].O. The catalyst is CN(C=O)C. The product is [CH:21]([N:16]1[C:15]([C:13]2[N:14]=[C:10]3[N:11]([CH2:24][CH2:25][O:26][C:2]4[CH:7]=[C:6]([O:8][CH3:9])[N:5]=[CH:4][C:3]=43)[CH:12]=2)=[N:19][C:18]([CH3:20])=[N:17]1)([CH3:23])[CH3:22]. The yield is 0.500.